From a dataset of Full USPTO retrosynthesis dataset with 1.9M reactions from patents (1976-2016). Predict the reactants needed to synthesize the given product. (1) Given the product [CH:35]1([CH2:38][C:39]2[NH:41][N:42]=[C:5]([C:7]3[CH:8]=[C:9]4[C:13](=[CH:14][CH:15]=3)[NH:12][N:11]=[C:10]4[C:16]3[CH:25]=[CH:24][C:23]4[C:18](=[CH:19][CH:20]=[C:21]([O:26][CH2:27][CH2:28][N:29]5[CH2:34][CH2:33][CH2:32][CH2:31][CH2:30]5)[CH:22]=4)[CH:17]=3)[N:6]=2)[CH2:37][CH2:36]1, predict the reactants needed to synthesize it. The reactants are: Cl.C(O[C:5]([C:7]1[CH:8]=[C:9]2[C:13](=[CH:14][CH:15]=1)[NH:12][N:11]=[C:10]2[C:16]1[CH:25]=[CH:24][C:23]2[C:18](=[CH:19][CH:20]=[C:21]([O:26][CH2:27][CH2:28][N:29]3[CH2:34][CH2:33][CH2:32][CH2:31][CH2:30]3)[CH:22]=2)[CH:17]=1)=[NH:6])C.[CH:35]1([CH2:38][C:39]([NH:41][NH2:42])=O)[CH2:37][CH2:36]1.C(N(CC)CC)C. (2) The reactants are: [F:1][C:2]1[CH:7]=[C:6]([N+:8]([O-])=O)[CH:5]=[CH:4][C:3]=1[CH:11]([C:16]([O:18][CH3:19])=[O:17])[C:12]([O:14][CH3:15])=[O:13]. Given the product [NH2:8][C:6]1[CH:5]=[CH:4][C:3]([CH:11]([C:12]([O:14][CH3:15])=[O:13])[C:16]([O:18][CH3:19])=[O:17])=[C:2]([F:1])[CH:7]=1, predict the reactants needed to synthesize it. (3) Given the product [C:1]([CH2:3][C:4]1([N:15]2[CH:19]=[C:18]([C:30]3[C:31]([CH3:36])=[N:32][NH:33][C:34]=3[CH3:35])[CH:17]=[N:16]2)[CH2:5][N:6]([C:8]([O:10][C:11]([CH3:14])([CH3:13])[CH3:12])=[O:9])[CH2:7]1)#[N:2], predict the reactants needed to synthesize it. The reactants are: [C:1]([CH2:3][C:4]1([N:15]2[CH:19]=[C:18](B3OC(C)(C)C(C)(C)O3)[CH:17]=[N:16]2)[CH2:7][N:6]([C:8]([O:10][C:11]([CH3:14])([CH3:13])[CH3:12])=[O:9])[CH2:5]1)#[N:2].Br[C:30]1[C:31]([CH3:36])=[N:32][NH:33][C:34]=1[CH3:35].C(=O)([O-])[O-].[Na+].[Na+]. (4) Given the product [Cl:1][C:2]1[CH:8]=[CH:7][C:6]([O:9][CH2:10][CH2:11][N:12]2[CH2:17][CH2:16][O:15][CH2:14][CH2:13]2)=[CH:5][C:3]=1[NH:4][C:24](=[O:33])[CH:25]=[CH:26][C:27]1[CH:32]=[CH:31][CH:30]=[CH:29][CH:28]=1, predict the reactants needed to synthesize it. The reactants are: [Cl:1][C:2]1[CH:8]=[CH:7][C:6]([O:9][CH2:10][CH2:11][N:12]2[CH2:17][CH2:16][O:15][CH2:14][CH2:13]2)=[CH:5][C:3]=1[NH2:4].C([O-])([O-])=O.[K+].[K+].[C:24](Cl)(=[O:33])[CH:25]=[CH:26][C:27]1[CH:32]=[CH:31][CH:30]=[CH:29][CH:28]=1. (5) Given the product [CH3:11][C:3]1[C:4]2[CH2:8][O:7][C:6](=[O:9])[C:5]=2[S:10][C:2]=1[CH2:14][CH:13]=[CH2:12], predict the reactants needed to synthesize it. The reactants are: Br[C:2]1[S:10][C:5]2[C:6](=[O:9])[O:7][CH2:8][C:4]=2[C:3]=1[CH3:11].[CH2:12]([Sn](CCCC)(CCCC)CC=C)[CH2:13][CH2:14]C.[Cl-].[Li+]. (6) Given the product [CH3:1][O:2][C:3](=[O:19])[CH:4]([NH:8][C:9](=[O:18])[C:10]1[C:11]([Cl:17])=[CH:12][CH:13]=[CH:14][C:15]=1[Cl:16])[CH2:5]/[CH:6]=[CH:7]/[C:21]1[CH:26]=[CH:25][C:24]([N:27]([CH2:34][CH3:35])[C:28]2[N:29]=[CH:30][CH:31]=[CH:32][N:33]=2)=[CH:23][CH:22]=1, predict the reactants needed to synthesize it. The reactants are: [CH3:1][O:2][C:3](=[O:19])[CH:4]([NH:8][C:9](=[O:18])[C:10]1[C:15]([Cl:16])=[CH:14][CH:13]=[CH:12][C:11]=1[Cl:17])[CH2:5][CH:6]=[CH2:7].I[C:21]1[CH:26]=[CH:25][C:24]([N:27]([CH2:34][CH3:35])[C:28]2[N:33]=[CH:32][CH:31]=[CH:30][N:29]=2)=[CH:23][CH:22]=1. (7) Given the product [Cl:1][C:2]1[CH:7]=[C:6]([F:8])[CH:5]=[CH:4][C:3]=1[CH:9]1[CH2:13][CH2:12][N:11]([CH2:14][C:15]([N:49]2[CH2:48][C:47]3[C:51](=[CH:52][CH:53]=[C:45]([F:44])[CH:46]=3)[CH2:50]2)=[O:17])[C:10]1=[O:18], predict the reactants needed to synthesize it. The reactants are: [Cl:1][C:2]1[CH:7]=[C:6]([F:8])[CH:5]=[CH:4][C:3]=1[CH:9]1[CH2:13][CH2:12][N:11]([CH2:14][C:15]([OH:17])=O)[C:10]1=[O:18].FC1C=CC(C2(C3C=CC(F)=CC=3)CCCN(CC(O)=O)C2=O)=CC=1.[F:44][C:45]1[CH:46]=[C:47]2[C:51](=[CH:52][CH:53]=1)[CH2:50][NH:49][CH2:48]2.C1(C2(C3C=CC=CC=3)CCNC2)C=CC=CC=1. (8) Given the product [NH2:1][C:2]1[N:7]=[CH:6][C:5]([CH:8]2[CH2:12][N:11]([CH3:13])[C:10](=[O:14])[CH2:9]2)=[CH:4][C:3]=1[Br:22], predict the reactants needed to synthesize it. The reactants are: [NH2:1][C:2]1[N:7]=[CH:6][C:5]([CH:8]2[CH2:12][N:11]([CH3:13])[C:10](=[O:14])[CH2:9]2)=[CH:4][CH:3]=1.C1C(=O)N([Br:22])C(=O)C1.C(=O)(O)[O-].[Na+].